From a dataset of Forward reaction prediction with 1.9M reactions from USPTO patents (1976-2016). Predict the product of the given reaction. (1) Given the reactants [NH2:1][C:2]1[CH:7]=[CH:6][C:5]([CH:8]([CH2:17][CH:18]2[CH2:22][CH2:21][CH2:20][CH2:19]2)[C:9]([NH:11][C:12]2[S:13][CH:14]=[CH:15][N:16]=2)=[O:10])=[CH:4][CH:3]=1.C(N(CC)C(C)C)(C)C.Cl.[C:33](Cl)(=[O:40])[C:34]1[CH:39]=[CH:38][CH:37]=[N:36][CH:35]=1, predict the reaction product. The product is: [CH:18]1([CH2:17][CH:8]([C:5]2[CH:4]=[CH:3][C:2]([NH:1][C:33](=[O:40])[C:34]3[CH:39]=[CH:38][CH:37]=[N:36][CH:35]=3)=[CH:7][CH:6]=2)[C:9](=[O:10])[NH:11][C:12]2[S:13][CH:14]=[CH:15][N:16]=2)[CH2:22][CH2:21][CH2:20][CH2:19]1. (2) Given the reactants CO[CH:3]1[CH:7]([O:8]C)[CH2:6][CH2:5]O1.[CH2:10]([NH2:17])[C:11]1[CH:16]=[CH:15][CH:14]=[CH:13][CH:12]=1.[CH2:18]([C:25](O)=O)[C:19](CC(O)=O)=O.C([O-])(=O)C.[Na+], predict the reaction product. The product is: [CH2:10]([N:17]1[CH:19]2[CH2:18][CH2:25][CH:5]1[CH2:6][C:7](=[O:8])[CH2:3]2)[C:11]1[CH:16]=[CH:15][CH:14]=[CH:13][CH:12]=1. (3) Given the reactants [C:1]([C:3]1[CH:8]=[CH:7][C:6]([C:9]2[CH:10]=[N:11][N:12]([C:15]3[CH:23]=[CH:22][C:18]([C:19](O)=[O:20])=[CH:17][N:16]=3)[C:13]=2[OH:14])=[C:5]([CH3:24])[CH:4]=1)#[N:2].[CH2:25]([N:27]1[CH2:32][CH2:31][NH:30][CH2:29][C@@H:28]1[CH3:33])[CH3:26], predict the reaction product. The product is: [CH2:25]([N:27]1[CH2:32][CH2:31][N:30]([C:19]([C:18]2[CH:22]=[CH:23][C:15]([N:12]3[C:13]([OH:14])=[C:9]([C:6]4[CH:7]=[CH:8][C:3]([C:1]#[N:2])=[CH:4][C:5]=4[CH3:24])[CH:10]=[N:11]3)=[N:16][CH:17]=2)=[O:20])[CH2:29][C@@H:28]1[CH3:33])[CH3:26]. (4) Given the reactants [N+:1]([C:4]1[CH:12]=[C:11]([C:13]([NH:15][N:16]=[C:17]([C:19]2[C:23]([OH:24])=[C:22]([C:25]3[CH:30]=[CH:29][C:28]([C:31]([CH3:34])([CH3:33])[CH3:32])=[CH:27][CH:26]=3)[S:21][CH:20]=2)[CH3:18])=[O:14])[CH:10]=[CH:9][C:5]=1[C:6](O)=[O:7])([O-:3])=[O:2].C(N(CC)CC)C.ClC(OCC(C)C)=O.[CH3:50][N:51]1[CH2:56][CH2:55][NH:54][CH2:53][CH2:52]1.Cl, predict the reaction product. The product is: [C:31]([C:28]1[CH:27]=[CH:26][C:25]([C:22]2[S:21][CH:20]=[C:19]([C:17](=[N:16][NH:15][C:13](=[O:14])[C:11]3[CH:10]=[CH:9][C:5]([C:6]([N:54]4[CH2:55][CH2:56][N:51]([CH3:50])[CH2:52][CH2:53]4)=[O:7])=[C:4]([N+:1]([O-:3])=[O:2])[CH:12]=3)[CH3:18])[C:23]=2[OH:24])=[CH:30][CH:29]=1)([CH3:34])([CH3:32])[CH3:33].